This data is from Forward reaction prediction with 1.9M reactions from USPTO patents (1976-2016). The task is: Predict the product of the given reaction. (1) Given the reactants C(O[C:4](=[O:20])[CH2:5][N:6]1[CH2:10][CH2:9][C@@H:8]([NH:11][C:12]([C:14]2[S:15][C:16]([Cl:19])=[CH:17][CH:18]=2)=[O:13])[CH2:7]1)C.[NH2:21][C:22]1[CH:27]=[CH:26][C:25]([N:28]2[CH:33]=[CH:32][CH:31]=[CH:30][C:29]2=[O:34])=[CH:24][C:23]=1[F:35], predict the reaction product. The product is: [F:35][C:23]1[CH:24]=[C:25]([N:28]2[CH:33]=[CH:32][CH:31]=[CH:30][C:29]2=[O:34])[CH:26]=[CH:27][C:22]=1[NH:21][C:4]([CH2:5][N:6]1[CH2:10][CH2:9][C@@H:8]([NH:11][C:12]([C:14]2[S:15][C:16]([Cl:19])=[CH:17][CH:18]=2)=[O:13])[CH2:7]1)=[O:20]. (2) Given the reactants [F:1][C:2]1[CH:7]=[CH:6][C:5]([OH:8])=[CH:4][C:3]=1[C:9]1[C:18]2[C:13](=[C:14]([C:19]([F:22])([F:21])[F:20])[CH:15]=[CH:16][CH:17]=2)[N:12]=[CH:11][N:10]=1.Br[C:24]1[CH:25]=[C:26]([S:30]([CH2:33][CH2:34][CH2:35][OH:36])(=[O:32])=[O:31])[CH:27]=[CH:28][CH:29]=1, predict the reaction product. The product is: [F:1][C:2]1[CH:7]=[CH:6][C:5]([O:8][C:24]2[CH:25]=[C:26]([S:30]([CH2:33][CH2:34][CH2:35][OH:36])(=[O:32])=[O:31])[CH:27]=[CH:28][CH:29]=2)=[CH:4][C:3]=1[C:9]1[C:18]2[C:13](=[C:14]([C:19]([F:20])([F:22])[F:21])[CH:15]=[CH:16][CH:17]=2)[N:12]=[CH:11][N:10]=1. (3) Given the reactants [CH2:1]([O:8][C:9]1[CH:14]=[CH:13][C:12]([CH2:15][C:16]([OH:18])=O)=[CH:11][CH:10]=1)[C:2]1[CH:7]=[CH:6][CH:5]=[CH:4][CH:3]=1.C(N=C=NC(C)C)(C)C.[CH3:28][O:29][C:30]1[CH:31]=[C:32]([CH2:36][CH2:37][NH2:38])[CH:33]=[CH:34][CH:35]=1, predict the reaction product. The product is: [CH3:28][O:29][C:30]1[CH:31]=[C:32]([CH2:36][CH2:37][NH:38][C:16](=[O:18])[CH2:15][C:12]2[CH:11]=[CH:10][C:9]([O:8][CH2:1][C:2]3[CH:3]=[CH:4][CH:5]=[CH:6][CH:7]=3)=[CH:14][CH:13]=2)[CH:33]=[CH:34][CH:35]=1. (4) Given the reactants [Br:1][C:2]1[CH:3]=[C:4]([OH:11])[CH:5]=[C:6]([N+:8]([O-])=O)[CH:7]=1.O.[Cl-].[NH4+], predict the reaction product. The product is: [NH2:8][C:6]1[CH:5]=[C:4]([OH:11])[CH:3]=[C:2]([Br:1])[CH:7]=1.